From a dataset of Reaction yield outcomes from USPTO patents with 853,638 reactions. Predict the reaction yield, written as a fraction of the theoretical maximum amount of product (1.0 means a 100% yield; for example, 0.34 means a 34% yield). (1) The reactants are [OH:1][CH:2]1[CH2:20][CH:19]2[N:4]([C:5](=[O:39])[CH:6]([NH:31][C:32]([O:34][C:35]([CH3:38])([CH3:37])[CH3:36])=[O:33])[CH2:7][CH2:8][CH2:9][CH2:10][CH2:11][CH:12]=[CH:13][CH:14]3[C:16]([C:22]([NH:24][S:25]([CH:28]4[CH2:30][CH2:29]4)(=[O:27])=[O:26])=[O:23])([NH:17][C:18]2=[O:21])[CH2:15]3)[CH2:3]1.[CH2:40]1[O:51][C:50]2[CH:49]=[CH:48][C:44]([C:45](Cl)=[O:46])=[CH:43][C:42]=2[O:41]1. No catalyst specified. The product is [CH2:40]1[O:51][C:50]2[CH:49]=[CH:48][C:44]([C:45]([O:1][CH:2]3[CH2:20][CH:19]4[N:4]([C:5](=[O:39])[CH:6]([NH:31][C:32]([O:34][C:35]([CH3:36])([CH3:38])[CH3:37])=[O:33])[CH2:7][CH2:8][CH2:9][CH2:10][CH2:11][CH:12]=[CH:13][CH:14]5[C:16]([C:22]([NH:24][S:25]([CH:28]6[CH2:30][CH2:29]6)(=[O:27])=[O:26])=[O:23])([NH:17][C:18]4=[O:21])[CH2:15]5)[CH2:3]3)=[O:46])=[CH:43][C:42]=2[O:41]1. The yield is 0.350. (2) The reactants are [Mg].II.Br[CH:5]([CH2:7][CH2:8][CH3:9])[CH3:6].[CH2:10]([N:17]1[CH2:21][CH:20]([CH2:22]I)[CH2:19][C:18]1=[O:24])[C:11]1[CH:16]=[CH:15][CH:14]=[CH:13][CH:12]=1. The catalyst is C1COCC1. The product is [CH2:10]([N:17]1[CH2:21][CH:20]([CH2:22][CH:5]([CH3:6])[CH2:7][CH2:8][CH3:9])[CH2:19][C:18]1=[O:24])[C:11]1[CH:16]=[CH:15][CH:14]=[CH:13][CH:12]=1. The yield is 0.690. (3) The reactants are C[O:2][C:3]([C:5]1[S:6][C:7]2[CH:8]([NH:25][C:26](=[O:28])[CH3:27])[CH2:9][O:10][C:11]3[CH:18]=[CH:17][C:16]([C:19]#[C:20][C:21]([OH:24])([CH3:23])[CH3:22])=[CH:15][C:12]=3[C:13]=2[N:14]=1)=O.CO.[NH3:31]. No catalyst specified. The product is [C:26]([NH:25][CH:8]1[C:7]2[S:6][C:5]([C:3]([NH2:31])=[O:2])=[N:14][C:13]=2[C:12]2[CH:15]=[C:16]([C:19]#[C:20][C:21]([OH:24])([CH3:22])[CH3:23])[CH:17]=[CH:18][C:11]=2[O:10][CH2:9]1)(=[O:28])[CH3:27]. The yield is 0.470. (4) The reactants are CC1(C)C(C)(C)OB([C:9]2[CH:26]=[CH:25][C:12]3[CH2:13][CH2:14][N:15]([C:18]([O:20][C:21]([CH3:24])([CH3:23])[CH3:22])=[O:19])[CH2:16][CH2:17][C:11]=3[CH:10]=2)O1.Br[C:29]1[S:33][C:32]([C:34]2[CH:35]=[CH:36][C:37]([O:42][CH:43]([CH3:45])[CH3:44])=[C:38]([CH:41]=2)[C:39]#[N:40])=[N:31][N:30]=1.P([O-])([O-])([O-])=O.[K+].[K+].[K+]. The catalyst is CN(C=O)C.O.C1C=CC([P]([Pd]([P](C2C=CC=CC=2)(C2C=CC=CC=2)C2C=CC=CC=2)([P](C2C=CC=CC=2)(C2C=CC=CC=2)C2C=CC=CC=2)[P](C2C=CC=CC=2)(C2C=CC=CC=2)C2C=CC=CC=2)(C2C=CC=CC=2)C2C=CC=CC=2)=CC=1. The product is [C:39]([C:38]1[CH:41]=[C:34]([C:32]2[S:33][C:29]([C:9]3[CH:26]=[CH:25][C:12]4[CH2:13][CH2:14][N:15]([C:18]([O:20][C:21]([CH3:23])([CH3:22])[CH3:24])=[O:19])[CH2:16][CH2:17][C:11]=4[CH:10]=3)=[N:30][N:31]=2)[CH:35]=[CH:36][C:37]=1[O:42][CH:43]([CH3:45])[CH3:44])#[N:40]. The yield is 0.880. (5) The reactants are [CH2:1]([O:4][CH2:5][CH:6]([OH:9])[CH2:7][OH:8])[CH:2]=[CH2:3].S(O[CH2:15][CH2:16][CH2:17][CH2:18][CH2:19][CH2:20][CH2:21][CH2:22]/[CH:23]=[CH:24]\[CH2:25]/[CH:26]=[CH:27]\[CH2:28][CH2:29][CH2:30][CH2:31][CH3:32])(=O)(=O)C.[OH-].[Na+]. The catalyst is S([O-])(O)(=O)=O.C([N+](CCCC)(CCCC)CCCC)CCC.O.C1(C)C=CC=CC=1. The product is [CH2:1]([O:4][CH2:5][CH:6]([O:9][CH2:15][CH2:16][CH2:17][CH2:18][CH2:19][CH2:20][CH2:21][CH2:22]/[CH:23]=[CH:24]\[CH2:25]/[CH:26]=[CH:27]\[CH2:28][CH2:29][CH2:30][CH2:31][CH3:32])[CH2:7][O:8][CH2:15][CH2:16][CH2:17][CH2:18][CH2:19][CH2:20][CH2:21][CH2:22]/[CH:23]=[CH:24]\[CH2:25]/[CH:26]=[CH:27]\[CH2:28][CH2:29][CH2:30][CH2:31][CH3:32])[CH:2]=[CH2:3]. The yield is 0.730. (6) The reactants are C(O[CH:5]([C:28]1[CH:29]=[CH:30][C:31]2[N:35]=[C:34]3[S:36][CH:37]=[CH:38][N:33]3[C:32]=2[CH:39]=1)[C:6]1(Br)[C:12](=[O:13])[N:11]2[C@@H:7]1[S:8][CH:9]=[C:10]2[C:14]([O:16]CC1C=CC([N+]([O-])=O)=CC=1)=[O:15])(=O)C.[H][H]. The catalyst is C1COCC1.P([O-])([O-])([O-])=O. The product is [O:13]=[C:12]1[N:11]2[C@H:7]([S:8][CH:9]=[C:10]2[C:14]([OH:16])=[O:15])/[C:6]/1=[CH:5]\[C:28]1[CH:29]=[CH:30][C:31]2[N:35]=[C:34]3[S:36][CH:37]=[CH:38][N:33]3[C:32]=2[CH:39]=1. The yield is 0.0800. (7) The reactants are C(O)(=O)C.[CH3:5][O:6][C:7]1[CH:30]=[CH:29][C:10]([CH2:11][C@H:12]([CH:26]([CH3:28])[CH3:27])[CH2:13]/[CH:14]=[CH:15]/[CH2:16][C@@H:17]([CH:23]([CH3:25])[CH3:24])C(N(C)C)=O)=[CH:9][C:8]=1[O:31][CH2:32][CH2:33][CH2:34][O:35][CH3:36].[Br:37]N1C(=O)CCC1=O.[C:45](=[O:48])(O)[O-:46].[Na+]. The catalyst is O1CCCC1.O.C(OCC)(=O)C. The product is [CH3:5][O:6][C:7]1[CH:30]=[CH:29][C:10]([CH2:11][C@H:12]([CH:26]([CH3:28])[CH3:27])[CH2:13][CH:14]([CH:15]2[O:46][C:45](=[O:48])[C@H:17]([CH:23]([CH3:25])[CH3:24])[CH2:16]2)[Br:37])=[CH:9][C:8]=1[O:31][CH2:32][CH2:33][CH2:34][O:35][CH3:36]. The yield is 0.600. (8) The reactants are [Cl:1][C:2]1[CH:3]=[C:4]([CH:13]=[CH:14][CH:15]=1)[CH2:5][C:6]1[S:10][C:9]([CH:11]=O)=[CH:8][CH:7]=1.C(OCC)(=O)C.CO.[NH3:24].CO. The catalyst is [Ni]. The product is [Cl:1][C:2]1[CH:3]=[C:4]([CH:13]=[CH:14][CH:15]=1)[CH2:5][C:6]1[S:10][C:9]([CH2:11][NH2:24])=[CH:8][CH:7]=1. The yield is 0.614. (9) The reactants are [F:1][C:2]([F:18])([F:17])[C:3]1[O:7][N:6]=[C:5]([C:8]2[S:12][C:11]([C:13]([OH:15])=O)=[CH:10][CH:9]=2)[C:4]=1[CH3:16].[ClH:19].Cl.Cl.[CH3:22][N:23]1[CH2:28][CH2:27][N:26]([CH:29]2[CH2:34][CH2:33][CH2:32][NH:31][CH2:30]2)[CH2:25][CH2:24]1.N1CCCCC1. The catalyst is C(N(CC)CC)C.C1COCC1. The product is [ClH:19].[CH3:22][N:23]1[CH2:28][CH2:27][N:26]([CH:29]2[CH2:34][CH2:33][CH2:32][N:31]([C:13]([C:11]3[S:12][C:8]([C:5]4[C:4]([CH3:16])=[C:3]([C:2]([F:1])([F:18])[F:17])[O:7][N:6]=4)=[CH:9][CH:10]=3)=[O:15])[CH2:30]2)[CH2:25][CH2:24]1. The yield is 0.530.